Dataset: Full USPTO retrosynthesis dataset with 1.9M reactions from patents (1976-2016). Task: Predict the reactants needed to synthesize the given product. (1) The reactants are: Cl[C:2]1[CH:7]=[C:6]([C:8]#[N:9])[N:5]=[C:4]([CH2:10][CH2:11][C:12]([O:14][C:15]([CH3:18])([CH3:17])[CH3:16])=[O:13])[CH:3]=1.[CH3:19][S-:20].[Na+]. Given the product [C:8]([C:6]1[N:5]=[C:4]([CH2:10][CH2:11][C:12]([O:14][C:15]([CH3:18])([CH3:17])[CH3:16])=[O:13])[CH:3]=[C:2]([S:20][CH3:19])[CH:7]=1)#[N:9], predict the reactants needed to synthesize it. (2) Given the product [I:17][C:2]1[CH:9]=[CH:8][CH:7]=[C:6]([N+:10]([O-:12])=[O:11])[C:3]=1[C:4]#[N:5], predict the reactants needed to synthesize it. The reactants are: N[C:2]1[CH:9]=[CH:8][CH:7]=[C:6]([N+:10]([O-:12])=[O:11])[C:3]=1[C:4]#[N:5].N([O-])=O.[Na+].[I-:17].[K+].O. (3) Given the product [NH2:1][C:2]1[N:7]=[CH:6][C:5]([C:8]2[CH:16]=[CH:15][CH:14]=[C:10]([C:11](=[O:13])[N:30]([CH2:29][CH2:28][O:27][CH3:26])[CH3:31])[CH:9]=2)=[CH:4][C:3]=1[C:17]([NH:18][C:19]1[CH:20]=[CH:21][N:22]=[CH:23][CH:24]=1)=[O:25], predict the reactants needed to synthesize it. The reactants are: [NH2:1][C:2]1[N:7]=[CH:6][C:5]([C:8]2[CH:9]=[C:10]([CH:14]=[CH:15][CH:16]=2)[C:11]([OH:13])=O)=[CH:4][C:3]=1[C:17](=[O:25])[NH:18][C:19]1[CH:24]=[CH:23][N:22]=[CH:21][CH:20]=1.[CH3:26][O:27][CH2:28][CH2:29][NH:30][CH3:31].